Dataset: Full USPTO retrosynthesis dataset with 1.9M reactions from patents (1976-2016). Task: Predict the reactants needed to synthesize the given product. Given the product [CH2:1]([C:13]1[CH:18]=[CH:17][C:16]([C:19]2[O:23][N:22]=[C:21]([C:24]3([C:27]([NH2:38])=[O:29])[CH2:26][CH2:25]3)[N:20]=2)=[CH:15][CH:14]=1)[CH2:2][CH2:3][CH2:4][CH2:5][CH2:6][CH2:7][CH2:8][CH2:9][CH2:10][CH2:11][CH3:12], predict the reactants needed to synthesize it. The reactants are: [CH2:1]([C:13]1[CH:18]=[CH:17][C:16]([C:19]2[O:23][N:22]=[C:21]([C:24]3([C:27]([OH:29])=O)[CH2:26][CH2:25]3)[N:20]=2)=[CH:15][CH:14]=1)[CH2:2][CH2:3][CH2:4][CH2:5][CH2:6][CH2:7][CH2:8][CH2:9][CH2:10][CH2:11][CH3:12].ClC(OCC(C)C)=O.[NH3:38].CO.